Dataset: Forward reaction prediction with 1.9M reactions from USPTO patents (1976-2016). Task: Predict the product of the given reaction. (1) Given the reactants [CH3:1][O:2][C:3]1[CH:4]=[C:5]2[C:14]([NH2:15])=[N:13][C:12]([N:16]3[CH2:21][CH2:20][N:19]([C:22]([CH:24]4[O:33][C:32]5[CH:31]=[CH:30][CH:29]=[CH:28][C:27]=5[O:26][CH2:25]4)=[O:23])[CH2:18][CH2:17]3)=[N:11][C:6]2=[CH:7][C:8]=1[O:9][CH3:10].O1C(C(N2CCNCC2)=O)COC2C=CC=CC1=2.[Cl:52]C1N=C(N)C2C(=CC(OC)=C(OC)C=2)N=1, predict the reaction product. The product is: [CH3:1][O:2][C:3]1[CH:4]=[C:5]2[C:14]([NH2:15])=[N:13][C:12]([N:16]3[CH2:21][CH2:20][N:19]([C:22]([CH:24]4[O:33][C:32]5[C:27](=[CH:28][CH:29]=[CH:30][CH:31]=5)[O:26][CH2:25]4)=[O:23])[CH2:18][CH2:17]3)=[N:11][C:6]2=[CH:7][C:8]=1[O:9][CH3:10].[ClH:52]. (2) Given the reactants [CH2:1]([N:5]1[C:9](=[O:10])[C:8](Cl)=[C:7]([C:12]2[CH:17]=[CH:16][CH:15]=[CH:14][CH:13]=2)[S:6]1(=[O:19])=[O:18])[CH2:2][CH2:3][CH3:4].[NH2:20][C:21]1[CH:26]=[CH:25][C:24]([S:27]([NH:30][C:31](=[O:33])[CH3:32])(=[O:29])=[O:28])=[CH:23][CH:22]=1, predict the reaction product. The product is: [CH2:1]([N:5]1[C:9](=[O:10])[C:8]([NH:20][C:21]2[CH:26]=[CH:25][C:24]([S:27]([NH:30][C:31](=[O:33])[CH3:32])(=[O:29])=[O:28])=[CH:23][CH:22]=2)=[C:7]([C:12]2[CH:17]=[CH:16][CH:15]=[CH:14][CH:13]=2)[S:6]1(=[O:19])=[O:18])[CH2:2][CH2:3][CH3:4]. (3) The product is: [CH:22]([C:25]1[CH:31]=[CH:30][C:28]([NH:29][CH:16]([C:15]2[CH:18]=[CH:19][C:12]([C:11]([F:21])([F:20])[F:10])=[CH:13][CH:14]=2)[CH2:3][CH:2]=[CH2:1])=[CH:27][CH:26]=1)([CH3:24])[CH3:23]. Given the reactants [C:1](O)(=O)[C:2]1C=CC=C[CH:3]=1.[F:10][C:11]([F:21])([F:20])[C:12]1[CH:19]=[CH:18][C:15]([CH:16]=O)=[CH:14][CH:13]=1.[CH:22]([C:25]1[CH:31]=[CH:30][C:28]([NH2:29])=[CH:27][CH:26]=1)([CH3:24])[CH3:23].C([Sn](CCCC)(CCCC)CCCC)C=C, predict the reaction product. (4) Given the reactants [OH:1][C:2]1[CH:3]=[C:4]([C:19]([F:22])([F:21])[F:20])[C:5]2[CH:6]=[CH:7][C:8]3[N:9]([CH:12]=[C:13]([C:15](OC)=[O:16])[N:14]=3)[C:10]=2[N:11]=1.[NH2:23][NH2:24], predict the reaction product. The product is: [OH:1][C:2]1[CH:3]=[C:4]([C:19]([F:20])([F:22])[F:21])[C:5]2[CH:6]=[CH:7][C:8]3[N:9]([CH:12]=[C:13]([C:15]([NH:23][NH2:24])=[O:16])[N:14]=3)[C:10]=2[N:11]=1. (5) Given the reactants Cl[CH2:2][CH2:3][CH2:4][O:5][C:6]1[CH:11]=[CH:10][C:9]([C:12]2[CH:17]=[CH:16][C:15]([C:18]#[N:19])=[CH:14][C:13]=2[CH3:20])=[CH:8][CH:7]=1.[CH3:21][N:22]([CH3:28])[C@@H:23]1[CH2:27][CH2:26][NH:25][CH2:24]1, predict the reaction product. The product is: [CH3:21][N:22]([CH3:28])[C@@H:23]1[CH2:27][CH2:26][N:25]([CH2:2][CH2:3][CH2:4][O:5][C:6]2[CH:11]=[CH:10][C:9]([C:12]3[CH:17]=[CH:16][C:15]([C:18]#[N:19])=[CH:14][C:13]=3[CH3:20])=[CH:8][CH:7]=2)[CH2:24]1. (6) Given the reactants [H-].[Na+].O[C:4]1[CH:18]=[CH:17][C:7]([C:8]([C:10]2[CH:15]=[CH:14][C:13](O)=[CH:12][CH:11]=2)=[O:9])=C[CH:5]=1.Cl[CH2:20][C@H:21]1[CH2:25][O:24][C:23]([CH3:27])([CH3:26])[O:22]1.ClC[C@@H:30]1COC(C)(C)[O:31]1.CN(C)C=[O:40], predict the reaction product. The product is: [CH3:26][C:23]1([CH3:27])[O:22][CH:21]([CH2:20][O:40][C:15]2[CH:14]=[CH:13][CH:12]=[CH:11][C:10]=2[C:8]2([OH:9])[CH:5]=[CH:4][C:18]([CH:30]=[O:31])=[CH:17][CH2:7]2)[CH2:25][O:24]1.